This data is from Catalyst prediction with 721,799 reactions and 888 catalyst types from USPTO. The task is: Predict which catalyst facilitates the given reaction. (1) Reactant: [CH3:1][N:2]1[C:6]([C:7]2[CH:19]=[N:18][C:17]3[C:16]4[CH:15]=[C:14]([C:20]([OH:22])=O)[CH:13]=[CH:12][C:11]=4[N:10]([C@H:23]([C:30]4[CH:35]=[CH:34][CH:33]=[CH:32][CH:31]=4)[CH:24]4[CH2:29][CH2:28][O:27][CH2:26][CH2:25]4)[C:9]=3[CH:8]=2)=[C:5]([CH3:36])[N:4]=[N:3]1.Cl.[CH3:38][C:39]1([OH:43])[CH2:42][NH:41][CH2:40]1.CCN(C(C)C)C(C)C.CN(C(ON1N=NC2C=CC=NC1=2)=[N+](C)C)C.F[P-](F)(F)(F)(F)F. Product: [CH3:36][C:5]1[N:4]=[N:3][N:2]([CH3:1])[C:6]=1[C:7]1[CH:19]=[N:18][C:17]2[C:16]3[CH:15]=[C:14]([C:20]([N:41]4[CH2:42][C:39]([CH3:38])([OH:43])[CH2:40]4)=[O:22])[CH:13]=[CH:12][C:11]=3[N:10]([C@@H:23]([CH:24]3[CH2:25][CH2:26][O:27][CH2:28][CH2:29]3)[C:30]3[CH:35]=[CH:34][CH:33]=[CH:32][CH:31]=3)[C:9]=2[CH:8]=1. The catalyst class is: 121. (2) Reactant: [C:1](Cl)(=[O:9])[O:2][C:3]1[CH:8]=[CH:7][CH:6]=[CH:5][CH:4]=1.N1C=CC=CC=1.[N:17]1[CH:22]=[CH:21][CH:20]=[N:19][C:18]=1[NH2:23]. Product: [N:17]1[CH:22]=[CH:21][CH:20]=[N:19][C:18]=1[NH:23][C:1](=[O:9])[O:2][C:3]1[CH:8]=[CH:7][CH:6]=[CH:5][CH:4]=1. The catalyst class is: 4. (3) Reactant: [C:1]([O:5][C:6]([N:8]1[CH2:13][CH2:12][CH:11]([C:14]2[C:23]3[C:18](=[CH:19][C:20](F)=[CH:21][CH:22]=3)[N:17]=[CH:16][N:15]=2)[CH2:10][CH2:9]1)=[O:7])([CH3:4])([CH3:3])[CH3:2].Cl.C(O[C:34](=[O:39])[NH:35][CH2:36][CH2:37][NH2:38])C1C=CC=CC=1.C([O-])([O-])=O.[K+].[K+]. Product: [C:1]([O:5][C:6]([N:8]1[CH2:13][CH2:12][CH:11]([C:14]2[C:23]3[C:18](=[CH:19][C:20]([N:38]4[CH2:37][CH2:36][NH:35][C:34]4=[O:39])=[CH:21][CH:22]=3)[N:17]=[CH:16][N:15]=2)[CH2:10][CH2:9]1)=[O:7])([CH3:4])([CH3:3])[CH3:2]. The catalyst class is: 16. (4) Reactant: C1(C[O:8][C:9]2[CH:10]=[C:11]3[C:15](=[CH:16][CH:17]=2)[N:14]([C:18]([O:20][C:21]([CH3:24])([CH3:23])[CH3:22])=[O:19])[C:13]([C:25]([O:27][CH2:28][CH3:29])=[O:26])=[CH:12]3)C=CC=CC=1.C([O-])=O.[NH4+]. Product: [OH:8][C:9]1[CH:10]=[C:11]2[C:15](=[CH:16][CH:17]=1)[N:14]([C:18]([O:20][C:21]([CH3:22])([CH3:23])[CH3:24])=[O:19])[C:13]([C:25]([O:27][CH2:28][CH3:29])=[O:26])=[CH:12]2. The catalyst class is: 45. (5) Reactant: [NH:1]1[CH:5]=[CH:4][N:3]=[CH:2]1.[C:6]([Si:10](Cl)([C:17]1[CH:22]=[CH:21][CH:20]=[CH:19][CH:18]=1)[C:11]1[CH:16]=[CH:15][CH:14]=[CH:13][CH:12]=1)([CH3:9])([CH3:8])[CH3:7].[CH2:24]1[O:26][CH:25]1[CH2:27][OH:28]. Product: [Si:10]([O:28][CH2:27][CH:25]([OH:26])[CH2:24][N:1]1[CH:5]=[CH:4][N:3]=[CH:2]1)([C:6]([CH3:9])([CH3:8])[CH3:7])([C:17]1[CH:22]=[CH:21][CH:20]=[CH:19][CH:18]=1)[C:11]1[CH:16]=[CH:15][CH:14]=[CH:13][CH:12]=1. The catalyst class is: 10. (6) Reactant: [Br:1][C:2]1[C:3](=[O:17])[NH:4][CH:5]=[CH:6][C:7]=1[O:8][CH2:9][C:10]1[CH:15]=[CH:14][C:13]([F:16])=[CH:12][CH:11]=1.[C:18]([O-])([O-])=O.[K+].[K+].[CH:24]1(CBr)[CH2:26][CH2:25]1. Product: [Br:1][C:2]1[C:3](=[O:17])[N:4]([CH:24]2[CH2:26][CH2:25]2)[CH:5]=[C:6]([CH3:18])[C:7]=1[O:8][CH2:9][C:10]1[CH:15]=[CH:14][C:13]([F:16])=[CH:12][CH:11]=1. The catalyst class is: 3. (7) Reactant: C([O:3][C:4](=O)[CH2:5][CH:6]1[S:11](=[O:13])(=[O:12])[CH2:10][CH2:9][N:8]([C:14]([O:16][C:17]([CH3:20])([CH3:19])[CH3:18])=[O:15])[CH2:7]1)C.[BH4-].[Na+]. Product: [OH:3][CH2:4][CH2:5][CH:6]1[S:11](=[O:12])(=[O:13])[CH2:10][CH2:9][N:8]([C:14]([O:16][C:17]([CH3:20])([CH3:19])[CH3:18])=[O:15])[CH2:7]1. The catalyst class is: 14.